This data is from Reaction yield outcomes from USPTO patents with 853,638 reactions. The task is: Predict the reaction yield, written as a fraction of the theoretical maximum amount of product (1.0 means a 100% yield; for example, 0.34 means a 34% yield). (1) The catalyst is O1CCCC1. The reactants are [Br:1][C:2]1[CH:7]=[C:6]([C:8]([F:17])([C:13]([F:16])([F:15])[F:14])[C:9]([Br:12])([F:11])[F:10])[CH:5]=[C:4]([O:18][CH:19]([F:21])[F:20])[C:3]=1[NH:22][C:23]([C:25]1[CH:26]=[C:27]2[C:32](=[CH:33][CH:34]=1)[N+:31]([O-])=[CH:30][CH:29]=[CH:28]2)=[O:24].[N:36]12CCCN=C1CCCC[CH2:37]2.O.C(OCC)(=O)C. The yield is 0.360. The product is [Br:1][C:2]1[CH:7]=[C:6]([C:8]([F:17])([C:13]([F:16])([F:15])[F:14])[C:9]([Br:12])([F:11])[F:10])[CH:5]=[C:4]([O:18][CH:19]([F:21])[F:20])[C:3]=1[NH:22][C:23]([C:25]1[CH:26]=[C:27]2[C:32](=[CH:33][CH:34]=1)[N:31]=[C:30]([C:37]#[N:36])[CH:29]=[CH:28]2)=[O:24]. (2) The reactants are [N+:1]([C:4]1[C:12]2[C:7](=[CH:8][CH:9]=[CH:10][CH:11]=2)[N:6]([CH2:13][C:14]([O:16][CH2:17][CH3:18])=[O:15])[CH:5]=1)([O-])=O.[C:19](O[C:19]([O:21][C:22]([CH3:25])([CH3:24])[CH3:23])=[O:20])([O:21][C:22]([CH3:25])([CH3:24])[CH3:23])=[O:20]. The catalyst is CO.[Pd]. The product is [C:22]([O:21][C:19]([NH:1][C:4]1[C:12]2[C:7](=[CH:8][CH:9]=[CH:10][CH:11]=2)[N:6]([CH2:13][C:14]([O:16][CH2:17][CH3:18])=[O:15])[CH:5]=1)=[O:20])([CH3:25])([CH3:24])[CH3:23]. The yield is 0.610.